From a dataset of Reaction yield outcomes from USPTO patents with 853,638 reactions. Predict the reaction yield, written as a fraction of the theoretical maximum amount of product (1.0 means a 100% yield; for example, 0.34 means a 34% yield). (1) The reactants are [C:1]1([CH:7]([O:10][Si](C)(C)C)[C:8]#N)[CH:6]=[CH:5][CH:4]=[CH:3][CH:2]=1.C[Si]([N-][Si](C)(C)C)(C)C.[Li+].BrC[C:27]1[CH:28]=[C:29]([F:36])[C:30]([S:34][CH3:35])=[C:31]([F:33])[CH:32]=1.Cl. The catalyst is C1COCC1. The product is [F:36][C:29]1[CH:28]=[C:27]([CH2:8][C:7]([C:1]2[CH:6]=[CH:5][CH:4]=[CH:3][CH:2]=2)=[O:10])[CH:32]=[C:31]([F:33])[C:30]=1[S:34][CH3:35]. The yield is 0.680. (2) The product is [CH3:12]/[C:13](=[CH:18]\[C:19]1[CH:24]=[CH:23][CH:22]=[CH:21][CH:20]=1)/[CH2:14][CH2:15][CH:16]=[O:17]. The reactants are [Cr](Cl)([O-])(=O)=O.[NH+]1C=CC=CC=1.[CH3:12]/[C:13](=[CH:18]\[C:19]1[CH:24]=[CH:23][CH:22]=[CH:21][CH:20]=1)/[CH2:14][CH2:15][CH2:16][OH:17].C(OCC)C. The catalyst is ClCCl. The yield is 0.530. (3) The reactants are [Br:1][C:2]1[CH:3]=[C:4]([C:8]([OH:10])=[O:9])[S:5][C:6]=1[CH3:7].[CH3:11]O. The catalyst is OS(O)(=O)=O. The product is [Br:1][C:2]1[CH:3]=[C:4]([C:8]([O:10][CH3:11])=[O:9])[S:5][C:6]=1[CH3:7]. The yield is 0.940. (4) The reactants are [N+:1]([C:4]1[CH:10]=[CH:9][C:7]([NH2:8])=[C:6]([C:11]#[C:12][C:13]2[CH:18]=[CH:17][CH:16]=[CH:15][N:14]=2)[CH:5]=1)([O-:3])=[O:2].CC([O-])(C)C.[K+]. The catalyst is CN(C=O)C.O. The product is [N+:1]([C:4]1[CH:5]=[C:6]2[C:7](=[CH:9][CH:10]=1)[NH:8][C:12]([C:13]1[CH:18]=[CH:17][CH:16]=[CH:15][N:14]=1)=[CH:11]2)([O-:3])=[O:2]. The yield is 0.670. (5) The product is [NH2:3][C:4]1[N:9]=[CH:8][N:7]=[C:6]2[N:10]([CH:16]([C:18]3[C:19]([O:31][CH3:32])=[C:20]([CH:27]4[CH2:30][N:29]([CH2:46][C:47]([F:50])([F:49])[F:48])[CH2:28]4)[C:21]([CH3:26])=[C:22]([CH:25]=3)[C:23]#[N:24])[CH3:17])[N:11]=[C:12]([CH:13]([F:14])[F:15])[C:5]=12. The yield is 0.200. The reactants are Cl.Cl.[NH2:3][C:4]1[N:9]=[CH:8][N:7]=[C:6]2[N:10]([CH:16]([C:18]3[C:19]([O:31][CH3:32])=[C:20]([CH:27]4[CH2:30][NH:29][CH2:28]4)[C:21]([CH3:26])=[C:22]([CH:25]=3)[C:23]#[N:24])[CH3:17])[N:11]=[C:12]([CH:13]([F:15])[F:14])[C:5]=12.C(N(CC)CC)C.FC(F)(F)S(O[CH2:46][C:47]([F:50])([F:49])[F:48])(=O)=O. The catalyst is C(Cl)Cl. (6) The reactants are [CH3:1][O:2][C:3]1([C:6]([OH:8])=O)[CH2:5][CH2:4]1.CN(C(ON1N=NC2C=CC=NC1=2)=[N+](C)C)C.F[P-](F)(F)(F)(F)F.[O:33]1[C:39]2[CH:40]=[C:41]([C:44]([O:46][CH3:47])=[O:45])[CH:42]=[CH:43][C:38]=2[CH2:37][NH:36][CH2:35][CH2:34]1.CCN(C(C)C)C(C)C. The catalyst is CN(C=O)C. The product is [CH3:1][O:2][C:3]1([C:6]([N:36]2[CH2:37][C:38]3[CH:43]=[CH:42][C:41]([C:44]([O:46][CH3:47])=[O:45])=[CH:40][C:39]=3[O:33][CH2:34][CH2:35]2)=[O:8])[CH2:4][CH2:5]1. The yield is 0.150.